From a dataset of Reaction yield outcomes from USPTO patents with 853,638 reactions. Predict the reaction yield, written as a fraction of the theoretical maximum amount of product (1.0 means a 100% yield; for example, 0.34 means a 34% yield). The catalyst is Cl.O1CCOCC1. The reactants are [Br:1][C:2]1[CH:3]=[C:4]([NH:10][C:11]2[N:16]=[CH:15][C:14]([N:17]3[CH2:22][CH2:21][N:20](C(OC(C)(C)C)=O)[CH2:19][CH2:18]3)=[CH:13][CH:12]=2)[C:5](=[O:9])[N:6]([CH3:8])[CH:7]=1. The yield is 0.870. The product is [Br:1][C:2]1[CH:3]=[C:4]([NH:10][C:11]2[CH:12]=[CH:13][C:14]([N:17]3[CH2:22][CH2:21][NH:20][CH2:19][CH2:18]3)=[CH:15][N:16]=2)[C:5](=[O:9])[N:6]([CH3:8])[CH:7]=1.